Predict the reaction yield, written as a fraction of the theoretical maximum amount of product (1.0 means a 100% yield; for example, 0.34 means a 34% yield). From a dataset of Reaction yield outcomes from USPTO patents with 853,638 reactions. (1) The reactants are [O:1]1[CH2:6][CH2:5][N:4]([C:7]2[N:12]=[C:11]([N:13]3[CH2:18][CH2:17][O:16][CH2:15][CH2:14]3)[N:10]=[C:9]([C:19]3[CH:24]=[CH:23][C:22]([NH:25][C:26](=[O:37])[NH:27][C:28]4[CH:36]=[CH:35][C:31]([C:32](O)=[O:33])=[CH:30][CH:29]=4)=[CH:21][CH:20]=3)[N:8]=2)[CH2:3][CH2:2]1.CCN(C(C)C)C(C)C.CN(C(ON1N=NC2C=CC=CC1=2)=[N+](C)C)C.F[P-](F)(F)(F)(F)F.[NH:71]1[CH2:76][CH2:75][NH:74][CH2:73][CH2:72]1. The catalyst is CN1C(=O)CCC1. The product is [O:1]1[CH2:6][CH2:5][N:4]([C:7]2[N:12]=[C:11]([N:13]3[CH2:14][CH2:15][O:16][CH2:17][CH2:18]3)[N:10]=[C:9]([C:19]3[CH:20]=[CH:21][C:22]([NH:25][C:26]([NH:27][C:28]4[CH:36]=[CH:35][C:31]([C:32]([N:71]5[CH2:76][CH2:75][NH:74][CH2:73][CH2:72]5)=[O:33])=[CH:30][CH:29]=4)=[O:37])=[CH:23][CH:24]=3)[N:8]=2)[CH2:3][CH2:2]1. The yield is 0.300. (2) The reactants are [CH3:1][O:2][C:3]1[C:31]([O:32][CH3:33])=[CH:30][C:6]2[N:7]([C:10]3[S:14][C:13]([C:15]([NH2:17])=O)=[C:12]([O:18][CH2:19][C:20]4[CH:25]=[CH:24][CH:23]=[CH:22][C:21]=4[C:26]([F:29])([F:28])[F:27])[CH:11]=3)[CH:8]=[N:9][C:5]=2[CH:4]=1.[Cl-].ClC1N(C)CC[NH+]1C.FC(F)(F)C(O)=O.C(N(CC)CC)C. The catalyst is ClCCl.O. The product is [CH3:1][O:2][C:3]1[C:31]([O:32][CH3:33])=[CH:30][C:6]2[N:7]([C:10]3[S:14][C:13]([C:15]#[N:17])=[C:12]([O:18][CH2:19][C:20]4[CH:25]=[CH:24][CH:23]=[CH:22][C:21]=4[C:26]([F:27])([F:29])[F:28])[CH:11]=3)[CH:8]=[N:9][C:5]=2[CH:4]=1. The yield is 0.460. (3) The reactants are [C:1]1([N:7]([C:18]2[CH:23]=[CH:22][C:21](B3OC(C)(C)C(C)(C)O3)=[CH:20][CH:19]=2)[C:8]2[C:17]3[C:12](=[CH:13][CH:14]=[CH:15][CH:16]=3)[CH:11]=[CH:10][CH:9]=2)[CH:6]=[CH:5][CH:4]=[CH:3][CH:2]=1.I[C:34]1[CH:39]=[CH:38][C:37]([Br:40])=[CH:36][N:35]=1.C([O-])([O-])=O.[K+].[K+]. The catalyst is O1CCOCC1.O.C1C=CC([P]([Pd]([P](C2C=CC=CC=2)(C2C=CC=CC=2)C2C=CC=CC=2)([P](C2C=CC=CC=2)(C2C=CC=CC=2)C2C=CC=CC=2)[P](C2C=CC=CC=2)(C2C=CC=CC=2)C2C=CC=CC=2)(C2C=CC=CC=2)C2C=CC=CC=2)=CC=1. The product is [Br:40][C:37]1[CH:38]=[CH:39][C:34]([C:4]2[CH:3]=[CH:2][C:1]([N:7]([C:18]3[CH:23]=[CH:22][CH:21]=[CH:20][CH:19]=3)[C:8]3[C:17]4[C:12](=[CH:13][CH:14]=[CH:15][CH:16]=4)[CH:11]=[CH:10][CH:9]=3)=[CH:6][CH:5]=2)=[N:35][CH:36]=1. The yield is 0.870. (4) The reactants are Cl[C:2]1[N:6]2[N:7]=[C:8]([C:18]3[CH:23]=[CH:22][CH:21]=[CH:20][C:19]=3[Cl:24])[C:9]([C:11]3[CH:16]=[CH:15][C:14]([Cl:17])=[CH:13][CH:12]=3)=[CH:10][C:5]2=[N:4][N:3]=1.[CH:25]1([NH2:31])[CH2:30][CH2:29][CH2:28][CH2:27][CH2:26]1. No catalyst specified. The product is [Cl:24][C:19]1[CH:20]=[CH:21][CH:22]=[CH:23][C:18]=1[C:8]1[C:9]([C:11]2[CH:12]=[CH:13][C:14]([Cl:17])=[CH:15][CH:16]=2)=[CH:10][C:5]2[N:6]([C:2]([NH:31][CH:25]3[CH2:30][CH2:29][CH2:28][CH2:27][CH2:26]3)=[N:3][N:4]=2)[N:7]=1. The yield is 0.410. (5) The reactants are C([O:4][CH2:5][C:6]1[C:11]([C:12]2[CH:17]=[C:16]([NH:18][C:19]3[CH:24]=[CH:23][C:22]([N:25]4[CH2:30][CH2:29][N:28]([CH:31]5[CH2:34][O:33][CH2:32]5)[CH2:27][C@@H:26]4[CH3:35])=[CH:21][N:20]=3)[C:15](=[O:36])[N:14]([CH3:37])[CH:13]=2)=[CH:10][C:9]([F:38])=[CH:8][C:7]=1[N:39]1[CH2:50][CH2:49][N:48]2[C:41](=[CH:42][C:43]3[CH2:44][C:45]([CH3:52])([CH3:51])[CH2:46][C:47]=32)[C:40]1=[O:53])(=O)C.[OH-].[Li+]. No catalyst specified. The product is [F:38][C:9]1[CH:10]=[C:11]([C:12]2[CH:17]=[C:16]([NH:18][C:19]3[CH:24]=[CH:23][C:22]([N:25]4[CH2:30][CH2:29][N:28]([CH:31]5[CH2:32][O:33][CH2:34]5)[CH2:27][C@@H:26]4[CH3:35])=[CH:21][N:20]=3)[C:15](=[O:36])[N:14]([CH3:37])[CH:13]=2)[C:6]([CH2:5][OH:4])=[C:7]([N:39]2[CH2:50][CH2:49][N:48]3[C:41](=[CH:42][C:43]4[CH2:44][C:45]([CH3:52])([CH3:51])[CH2:46][C:47]=43)[C:40]2=[O:53])[CH:8]=1. The yield is 0.530.